This data is from NCI-60 drug combinations with 297,098 pairs across 59 cell lines. The task is: Regression. Given two drug SMILES strings and cell line genomic features, predict the synergy score measuring deviation from expected non-interaction effect. Drug 1: C#CCC(CC1=CN=C2C(=N1)C(=NC(=N2)N)N)C3=CC=C(C=C3)C(=O)NC(CCC(=O)O)C(=O)O. Drug 2: C(CCl)NC(=O)N(CCCl)N=O. Cell line: SR. Synergy scores: CSS=40.0, Synergy_ZIP=-0.553, Synergy_Bliss=1.85, Synergy_Loewe=0.703, Synergy_HSA=1.11.